Predict the reactants needed to synthesize the given product. From a dataset of Full USPTO retrosynthesis dataset with 1.9M reactions from patents (1976-2016). (1) Given the product [CH3:1][C:2]1[CH:7]=[CH:6][C:5]([C:8]2[CH:13]=[C:12]([C:14](=[O:24])[NH:15][CH2:16][C:17]3[CH:22]=[N:21][C:20]([CH3:23])=[N:19][CH:18]=3)[CH:11]=[C:10]([C:25]([OH:27])=[O:26])[CH:9]=2)=[CH:4][CH:3]=1, predict the reactants needed to synthesize it. The reactants are: [CH3:1][C:2]1[CH:7]=[CH:6][C:5]([C:8]2[CH:13]=[C:12]([C:14](=[O:24])[NH:15][CH2:16][C:17]3[CH:18]=[N:19][C:20]([CH3:23])=[N:21][CH:22]=3)[CH:11]=[C:10]([C:25]([O:27]CC)=[O:26])[CH:9]=2)=[CH:4][CH:3]=1.[OH-].[Li+].C1COCC1. (2) Given the product [CH:21]1[C:20]([CH2:23][N:6]2[CH2:7][CH2:8][NH:9]/[C:5]/2=[N:4]\[N+:1]([O-:3])=[O:2])=[CH:19][N:18]=[C:17]([Cl:16])[CH:22]=1, predict the reactants needed to synthesize it. The reactants are: [N+:1]([N:4]=[C:5]1[NH:9][CH2:8][CH2:7][NH:6]1)([O-:3])=[O:2].C(=O)([O-])[O-].[K+].[K+].[Cl:16][C:17]1[CH:22]=[CH:21][C:20]([CH2:23]Cl)=[CH:19][N:18]=1. (3) The reactants are: [OH-].[Na+].[CH3:3][N:4]1[C:9](=[O:10])[C:8]([C:11]([F:14])([F:13])[F:12])=[CH:7][C:6]([CH2:15][C:16]2[S:17][C:18]3[C:24]([C:25]4[CH:26]=[C:27]([CH:33]=[CH:34][CH:35]=4)[C:28](OCC)=[O:29])=[CH:23][CH:22]=[CH:21][C:19]=3[CH:20]=2)=[CH:5]1.Cl.[NH2:37][CH2:38][CH2:39][OH:40].CCN=C=NCCCN(C)C.C1C=CC2N(O)N=NC=2C=1. Given the product [OH:40][CH2:39][CH2:38][NH:37][C:28](=[O:29])[C:27]1[CH:33]=[CH:34][CH:35]=[C:25]([C:24]2[C:18]3[S:17][C:16]([CH2:15][C:6]4[CH:7]=[C:8]([C:11]([F:14])([F:13])[F:12])[C:9](=[O:10])[N:4]([CH3:3])[CH:5]=4)=[CH:20][C:19]=3[CH:21]=[CH:22][CH:23]=2)[CH:26]=1, predict the reactants needed to synthesize it. (4) Given the product [F:8][C:7]1[C:2]([F:1])=[CH:3][C:4]2[O:27][CH2:25][C:9]3([C:17]4[C:12](=[CH:13][CH:14]=[CH:15][CH:16]=4)[N:11]([CH2:18][C:19]([O:21][CH2:22][CH3:23])=[O:20])[C:10]3=[O:24])[C:5]=2[CH:6]=1, predict the reactants needed to synthesize it. The reactants are: [F:1][C:2]1[C:7]([F:8])=[CH:6][C:5]([C:9]2([CH2:25]O)[C:17]3[C:12](=[CH:13][CH:14]=[CH:15][CH:16]=3)[N:11]([CH2:18][C:19]([O:21][CH2:22][CH3:23])=[O:20])[C:10]2=[O:24])=[C:4]([OH:27])[CH:3]=1.ClC1C=CC(Cl)=C2C=1C(C1C(O)=CC3OCOC=3C=1)(CO)C(=O)N2CCCCC. (5) Given the product [NH2:1][C:2]1[N:7]=[C:6]([NH:12][C@H:13]([C:15]2[N:20]=[C:19]3[CH:21]=[CH:22][N:23]([CH3:24])[C:18]3=[CH:17][C:16]=2[N:25]2[CH2:30][CH2:29][N:28]([C:31]([O:33][C:34]([CH3:35])([CH3:37])[CH3:36])=[O:32])[C@H:27]([CH3:38])[CH2:26]2)[CH3:14])[C:5]([C:9]#[N:10])=[C:4]([CH3:11])[N:3]=1, predict the reactants needed to synthesize it. The reactants are: [NH2:1][C:2]1[N:7]=[C:6](Cl)[C:5]([C:9]#[N:10])=[C:4]([CH3:11])[N:3]=1.[NH2:12][C@H:13]([C:15]1[N:20]=[C:19]2[CH:21]=[CH:22][N:23]([CH3:24])[C:18]2=[CH:17][C:16]=1[N:25]1[CH2:30][CH2:29][N:28]([C:31]([O:33][C:34]([CH3:37])([CH3:36])[CH3:35])=[O:32])[C@H:27]([CH3:38])[CH2:26]1)[CH3:14].C(N(CC)CC)C.